This data is from Acute oral toxicity (LD50) regression data from Zhu et al.. The task is: Regression/Classification. Given a drug SMILES string, predict its toxicity properties. Task type varies by dataset: regression for continuous values (e.g., LD50, hERG inhibition percentage) or binary classification for toxic/non-toxic outcomes (e.g., AMES mutagenicity, cardiotoxicity, hepatotoxicity). Dataset: ld50_zhu. (1) The rat oral LD50 is 3.27, given as -log10 of the dose in mol/kg body weight (higher means more acutely toxic). The compound is COP(=S)(OC)Oc1ccc(S(N)(=O)=O)cc1. (2) The molecule is FC(F)(F)c1nc2c(Cl)c(Cl)c(Cl)cc2[nH]1. The rat oral LD50 is 5.28, given as -log10 of the dose in mol/kg body weight (higher means more acutely toxic).